From a dataset of Reaction yield outcomes from USPTO patents with 853,638 reactions. Predict the reaction yield, written as a fraction of the theoretical maximum amount of product (1.0 means a 100% yield; for example, 0.34 means a 34% yield). (1) The reactants are [Cl:1][C:2]1[CH:10]=[CH:9][CH:8]=[C:7]2[C:3]=1[CH:4]=[CH:5][N:6]2[CH2:11][CH2:12][OH:13].[H-].[Na+].Br[CH:17]1[CH2:19][CH2:18]1. The catalyst is C1COCC1.CCOC(C)=O. The product is [Cl:1][C:2]1[CH:10]=[CH:9][CH:8]=[C:7]2[C:3]=1[CH:4]=[CH:5][N:6]2[CH2:11][CH2:12][O:13][CH:17]1[CH2:19][CH2:18]1. The yield is 0.650. (2) The reactants are [Cl:1][C:2]1[C:3](=[O:10])[N:4]([CH3:9])[N:5]=[CH:6][C:7]=1Cl.[CH3:11][C:12]1[NH:13][CH:14]=[CH:15][N:16]=1. The catalyst is O1CCOCC1. The product is [Cl:1][C:2]1[C:3](=[O:10])[N:4]([CH3:9])[N:5]=[CH:6][C:7]=1[N:13]1[CH:14]=[CH:15][N:16]=[C:12]1[CH3:11]. The yield is 0.270. (3) The reactants are Cl.[Cl:2][C:3]1[CH:4]=[C:5]([F:23])[C:6]([O:9][CH:10]2[CH2:15][CH2:14][N:13](C(OC(C)(C)C)=O)[CH2:12][CH2:11]2)=[N:7][CH:8]=1. The catalyst is O1CCOCC1. The product is [ClH:2].[Cl:2][C:3]1[CH:4]=[C:5]([F:23])[C:6]([O:9][CH:10]2[CH2:11][CH2:12][NH:13][CH2:14][CH2:15]2)=[N:7][CH:8]=1. The yield is 0.340. (4) The reactants are [C:1]([O:5][C:6](=[O:18])[NH:7][CH:8]([C:11]1[CH:16]=[CH:15][CH:14]=[C:13]([Cl:17])[CH:12]=1)[CH2:9][OH:10])([CH3:4])([CH3:3])[CH3:2].[F:19][C:20]1[CH:25]=[CH:24][C:23]([NH2:26])=[CH:22][CH:21]=1.CCN=C=NCCCN(C)C.C1C=CC2N(O)N=NC=2C=1.CCN(C(C)C)C(C)C. The catalyst is C(Cl)Cl. The product is [C:1]([O:5][C:6](=[O:18])[NH:7][CH:8]([C:11]1[CH:16]=[CH:15][CH:14]=[C:13]([Cl:17])[CH:12]=1)[C:9](=[O:10])[NH:26][C:23]1[CH:24]=[CH:25][C:20]([F:19])=[CH:21][CH:22]=1)([CH3:4])([CH3:2])[CH3:3]. The yield is 0.590. (5) The reactants are CO[CH:3](OC)[CH2:4][N:5]([C:18]1[CH:23]=[CH:22][C:21]([O:24][C:25]([F:28])([F:27])[F:26])=[CH:20][CH:19]=1)[C:6]([NH:8][C:9]1[CH:14]=[CH:13][C:12]([N+:15]([O-:17])=[O:16])=[CH:11][CH:10]=1)=[O:7]. The catalyst is C1(C)C=CC=CC=1.Cl.CCOC(C)=O. The product is [N+:15]([C:12]1[CH:13]=[CH:14][C:9]([N:8]2[CH:3]=[CH:4][N:5]([C:18]3[CH:19]=[CH:20][C:21]([O:24][C:25]([F:26])([F:27])[F:28])=[CH:22][CH:23]=3)[C:6]2=[O:7])=[CH:10][CH:11]=1)([O-:17])=[O:16]. The yield is 0.710. (6) The reactants are [C:1]1([S:7](Cl)(=[O:9])=[O:8])[CH:6]=[CH:5][CH:4]=[CH:3][CH:2]=1.[CH2:11]([O:13][C:14]([C:16]1[C:21]([O:22][CH2:23][CH3:24])=[C:20]([N:25]2[CH2:30][CH2:29][O:28][CH2:27][CH2:26]2)[N:19]=[C:18]([C:31]2[CH:36]=[CH:35][C:34]([NH2:37])=[CH:33][CH:32]=2)[N:17]=1)=[O:15])[CH3:12]. The catalyst is CCN(CC)CC.C(Cl)Cl. The product is [CH2:11]([O:13][C:14]([C:16]1[C:21]([O:22][CH2:23][CH3:24])=[C:20]([N:25]2[CH2:26][CH2:27][O:28][CH2:29][CH2:30]2)[N:19]=[C:18]([C:31]2[CH:32]=[CH:33][C:34]([NH:37][S:7]([C:1]3[CH:6]=[CH:5][CH:4]=[CH:3][CH:2]=3)(=[O:9])=[O:8])=[CH:35][CH:36]=2)[N:17]=1)=[O:15])[CH3:12]. The yield is 0.237. (7) The reactants are NC1(C2C=CC(C3C(=O)C4C(=CC=C(F)C=4)OC=3C3C=CC=CC=3)=CC=2)CCC1.C(OC(=O)[NH:36][C:37]1([C:41]2[CH:46]=[CH:45][C:44]([C:47]3[C:48](=[O:67])[C:49]4[C:54]([O:55][C:56]=3[C:57]3[CH:62]=[CH:61][CH:60]=[CH:59][CH:58]=3)=[C:53]3[NH:63][N:64]=[C:65]([Cl:66])[C:52]3=[CH:51][CH:50]=4)=[CH:43][CH:42]=2)[CH2:40][CH2:39][CH2:38]1)(C)(C)C.C(O)(C(F)(F)F)=O. The catalyst is CO.O.Cl. The product is [ClH:66].[NH2:36][C:37]1([C:41]2[CH:42]=[CH:43][C:44]([C:47]3[C:48](=[O:67])[C:49]4[C:54]([O:55][C:56]=3[C:57]3[CH:62]=[CH:61][CH:60]=[CH:59][CH:58]=3)=[C:53]3[NH:63][N:64]=[C:65]([Cl:66])[C:52]3=[CH:51][CH:50]=4)=[CH:45][CH:46]=2)[CH2:40][CH2:39][CH2:38]1. The yield is 0.720.